Dataset: NCI-60 drug combinations with 297,098 pairs across 59 cell lines. Task: Regression. Given two drug SMILES strings and cell line genomic features, predict the synergy score measuring deviation from expected non-interaction effect. (1) Cell line: UACC62. Drug 2: CCC1(CC2CC(C3=C(CCN(C2)C1)C4=CC=CC=C4N3)(C5=C(C=C6C(=C5)C78CCN9C7C(C=CC9)(C(C(C8N6C=O)(C(=O)OC)O)OC(=O)C)CC)OC)C(=O)OC)O.OS(=O)(=O)O. Synergy scores: CSS=45.7, Synergy_ZIP=-1.77, Synergy_Bliss=6.45, Synergy_Loewe=8.00, Synergy_HSA=7.98. Drug 1: CC1OCC2C(O1)C(C(C(O2)OC3C4COC(=O)C4C(C5=CC6=C(C=C35)OCO6)C7=CC(=C(C(=C7)OC)O)OC)O)O. (2) Drug 1: CC1=C(C=C(C=C1)NC2=NC=CC(=N2)N(C)C3=CC4=NN(C(=C4C=C3)C)C)S(=O)(=O)N.Cl. Drug 2: B(C(CC(C)C)NC(=O)C(CC1=CC=CC=C1)NC(=O)C2=NC=CN=C2)(O)O. Cell line: HOP-92. Synergy scores: CSS=9.28, Synergy_ZIP=-1.23, Synergy_Bliss=0.878, Synergy_Loewe=1.46, Synergy_HSA=1.93.